Dataset: Forward reaction prediction with 1.9M reactions from USPTO patents (1976-2016). Task: Predict the product of the given reaction. (1) Given the reactants [OH:1][NH:2][C:3](=[NH:7])[CH:4]([CH3:6])[CH3:5].[C:8]([N:10]1[CH2:15][CH2:14][C:13]2([CH2:18][C:17]3([O:36][C:21]4=[CH:22][N:23]=[C:24]([C:26]5[CH2:27][CH2:28][N:29]([S:32]([CH3:35])(=[O:34])=[O:33])[CH2:30][CH:31]=5)[CH:25]=[C:20]4[CH2:19]3)[CH2:16]2)[CH2:12][CH2:11]1)#N, predict the reaction product. The product is: [CH:4]([C:3]1[N:7]=[C:8]([N:10]2[CH2:11][CH2:12][C:13]3([CH2:18][C:17]4([O:36][C:21]5=[CH:22][N:23]=[C:24]([C:26]6[CH2:31][CH2:30][N:29]([S:32]([CH3:35])(=[O:33])=[O:34])[CH2:28][CH:27]=6)[CH:25]=[C:20]5[CH2:19]4)[CH2:16]3)[CH2:14][CH2:15]2)[O:1][N:2]=1)([CH3:6])[CH3:5]. (2) Given the reactants [CH3:1][O:2][C:3](=[O:7])[CH2:4][N+:5]#[C-:6].Cl[CH2:9][C:10]1[C:15]([CH2:16]Cl)=[CH:14][CH:13]=[CH:12][N:11]=1.CC(C)([O-])C.[K+], predict the reaction product. The product is: [CH3:1][O:2][C:3]([C:4]1([N+:5]#[C-:6])[CH2:9][C:10]2[N:11]=[CH:12][CH:13]=[CH:14][C:15]=2[CH2:16]1)=[O:7]. (3) Given the reactants Br[C:2]1[C:3]([N:22]2[CH2:26][CH2:25][CH:24]([OH:27])[CH2:23]2)=[N:4][CH:5]=[C:6]([CH:21]=1)[C:7]([NH:9][C:10]1[CH:15]=[CH:14][C:13]([O:16][C:17]([F:20])([F:19])[F:18])=[CH:12][CH:11]=1)=[O:8].[N:28]1[CH:33]=[CH:32][C:31](B(O)O)=[CH:30][CH:29]=1, predict the reaction product. The product is: [OH:27][CH:24]1[CH2:25][CH2:26][N:22]([C:3]2[C:2]([C:31]3[CH:32]=[CH:33][N:28]=[CH:29][CH:30]=3)=[CH:21][C:6]([C:7]([NH:9][C:10]3[CH:15]=[CH:14][C:13]([O:16][C:17]([F:20])([F:19])[F:18])=[CH:12][CH:11]=3)=[O:8])=[CH:5][N:4]=2)[CH2:23]1. (4) Given the reactants Cl[CH2:2][O:3][C:4](=[O:29])[NH:5][C:6]1[CH:11]=[CH:10][CH:9]=[C:8]([C:12]2[CH:21]=[N:20][C:19]3[C:18]([N:22]4[CH2:27][CH2:26][O:25][CH2:24][CH2:23]4)=[N:17][C:16]([Cl:28])=[N:15][C:14]=3[CH:13]=2)[CH:7]=1.[C:30]([OH:33])(=[O:32])[CH3:31], predict the reaction product. The product is: [C:30]([O:33][CH2:2][O:3][C:4](=[O:29])[NH:5][C:6]1[CH:11]=[CH:10][CH:9]=[C:8]([C:12]2[CH:21]=[N:20][C:19]3[C:18]([N:22]4[CH2:23][CH2:24][O:25][CH2:26][CH2:27]4)=[N:17][C:16]([Cl:28])=[N:15][C:14]=3[CH:13]=2)[CH:7]=1)(=[O:32])[CH3:31]. (5) Given the reactants Cl[CH2:2][CH2:3][CH2:4][CH2:5][N:6]1[CH:11]=[CH:10][C:9]([CH3:12])=[CH:8][C:7]1=[O:13].[C:14]([C:18]1[N:23]=[C:22]([N:24]2[CH2:29][CH2:28][NH:27][CH2:26][CH2:25]2)[CH:21]=[C:20]([C:30]([F:33])([F:32])[F:31])[N:19]=1)([CH3:17])([CH3:16])[CH3:15].C(N(CC)CC)C.O, predict the reaction product. The product is: [C:14]([C:18]1[N:23]=[C:22]([N:24]2[CH2:25][CH2:26][N:27]([CH2:2][CH2:3][CH2:4][CH2:5][N:6]3[CH:11]=[CH:10][C:9]([CH3:12])=[CH:8][C:7]3=[O:13])[CH2:28][CH2:29]2)[CH:21]=[C:20]([C:30]([F:31])([F:32])[F:33])[N:19]=1)([CH3:17])([CH3:15])[CH3:16]. (6) Given the reactants [H-].[Al+3].[Li+].[H-].[H-].[H-].[CH2:7]([C:10]1[CH:18]=[CH:17][C:13]([C:14](O)=[O:15])=[CH:12][CH:11]=1)[CH2:8][CH3:9].O.[OH-].[Na+], predict the reaction product. The product is: [CH2:7]([C:10]1[CH:18]=[CH:17][C:13]([CH2:14][OH:15])=[CH:12][CH:11]=1)[CH2:8][CH3:9]. (7) Given the reactants [H-].[Na+].[N+:3]([C:6]1[CH:7]=[C:8]([CH:13]=[CH:14][CH:15]=1)[NH:9][C:10](=[O:12])[CH3:11])([O-:5])=[O:4].I[CH3:17], predict the reaction product. The product is: [CH3:17][N:9]([C:10](=[O:12])[CH3:11])[C:8]1[CH:13]=[CH:14][CH:15]=[C:6]([N+:3]([O-:5])=[O:4])[CH:7]=1.